Predict which catalyst facilitates the given reaction. From a dataset of Catalyst prediction with 721,799 reactions and 888 catalyst types from USPTO. (1) Reactant: [CH:1]([C:3]1[CH:4]=[CH:5][C:6]2[C:7]([N:12]=1)=[N:8][CH:9]=[CH:10][N:11]=2)=C.O=O.[O:15]=[O+][O-]. Product: [N:11]1[CH:10]=[CH:9][N:8]=[C:7]2[N:12]=[C:3]([CH:1]=[O:15])[CH:4]=[CH:5][C:6]=12. The catalyst class is: 5. (2) Reactant: [NH2:1][CH2:2][CH2:3][C:4]1[C:12]2[C:7](=[C:8]([Br:16])[CH:9]=[C:10]3[O:15][CH2:14][CH2:13][C:11]3=2)[NH:6][C:5]=1[C:17]([OH:19])=[O:18].O1CCCC1.C(=O)([O-])O.[Na+].[C:30](O[C:30]([O:32][C:33]([CH3:36])([CH3:35])[CH3:34])=[O:31])([O:32][C:33]([CH3:36])([CH3:35])[CH3:34])=[O:31]. Product: [Br:16][C:8]1[CH:9]=[C:10]2[O:15][CH2:14][CH2:13][C:11]2=[C:12]2[C:7]=1[NH:6][C:5]([C:17]([OH:19])=[O:18])=[C:4]2[CH2:3][CH2:2][NH:1][C:30]([O:32][C:33]([CH3:36])([CH3:35])[CH3:34])=[O:31]. The catalyst class is: 6. (3) Reactant: B(Br)(Br)Br.C[O:6][C:7]1[CH:8]=[CH:9][C:10]2[CH:19]3[CH:15]([N:16]([C:20]([O:22][C:23]([CH3:26])([CH3:25])[CH3:24])=[O:21])[CH2:17][CH2:18]3)[CH2:14][O:13][C:11]=2[CH:12]=1.[OH-].[Na+].C(OC(OC(C)(C)C)=O)(OC(C)(C)C)=O. Product: [OH:6][C:7]1[CH:8]=[CH:9][C:10]2[CH:19]3[CH:15]([N:16]([C:20]([O:22][C:23]([CH3:26])([CH3:25])[CH3:24])=[O:21])[CH2:17][CH2:18]3)[CH2:14][O:13][C:11]=2[CH:12]=1. The catalyst class is: 34. (4) Reactant: [CH2:1]([O:3][C:4](=[O:15])[C:5]1[CH:10]=[CH:9][C:8](Cl)=[C:7]([N+:12]([O-:14])=[O:13])[CH:6]=1)[CH3:2].C(N(CC)CC)C.Cl.[NH2:24][C@@H:25]1[CH2:30][CH2:29][CH2:28][CH2:27][C@H:26]1[OH:31].CO. Product: [CH2:1]([O:3][C:4](=[O:15])[C:5]1[CH:10]=[CH:9][C:8]([NH:24][C@@H:25]2[CH2:30][CH2:29][CH2:28][CH2:27][C@H:26]2[OH:31])=[C:7]([N+:12]([O-:14])=[O:13])[CH:6]=1)[CH3:2]. The catalyst class is: 47. (5) Reactant: [CH2:1]([O:8][C:9]1[CH:10]=[C:11]([CH:14]=[CH:15][C:16]=1[O:17][CH2:18][CH3:19])[CH:12]=[O:13])[C:2]1[CH:7]=[CH:6][CH:5]=[CH:4][CH:3]=1.[H-].[Al+3].[Li+].[H-].[H-].[H-].O.O.O.O.O.O.O.O.O.O.[O-]S([O-])(=O)=O.[Na+].[Na+]. Product: [CH2:1]([O:8][C:9]1[CH:10]=[C:11]([CH:14]=[CH:15][C:16]=1[O:17][CH2:18][CH3:19])[CH2:12][OH:13])[C:2]1[CH:3]=[CH:4][CH:5]=[CH:6][CH:7]=1. The catalyst class is: 7. (6) Product: [Cl:22][C:23]1[CH:24]=[CH:25][C:26]([CH2:29][O:30][C:31]2[CH:36]=[CH:35][N:34]([C:37]3[CH:38]=[N:39][C:40]([N:14]4[CH2:13][CH:10]5[CH:9]([N:8]([CH2:1][C:2]6[CH:7]=[CH:6][CH:5]=[CH:4][CH:3]=6)[CH2:12][CH2:11]5)[CH2:15]4)=[CH:41][CH:42]=3)[C:33](=[O:44])[CH:32]=2)=[N:27][CH:28]=1. Reactant: [CH2:1]([N:8]1[CH2:12][CH2:11][CH:10]2[CH2:13][NH:14][CH2:15][CH:9]12)[C:2]1[CH:7]=[CH:6][CH:5]=[CH:4][CH:3]=1.C(=O)([O-])[O-].[K+].[K+].[Cl:22][C:23]1[CH:24]=[CH:25][C:26]([CH2:29][O:30][C:31]2[CH:36]=[CH:35][N:34]([C:37]3[CH:38]=[N:39][C:40](F)=[CH:41][CH:42]=3)[C:33](=[O:44])[CH:32]=2)=[N:27][CH:28]=1. The catalyst class is: 3. (7) Reactant: [CH:1](NC(C)C)([CH3:3])[CH3:2].[Li].[N:9]1[CH:14]=[CH:13][CH:12]=[CH:11][C:10]=1[CH2:15][CH:16]1[NH:20][C:19](=[O:21])[CH2:18][CH2:17]1.C(Br)CC.C(O)(=O)C. Product: [CH2:2]([CH:18]1[CH2:17][CH:16]([CH2:15][C:10]2[CH:11]=[CH:12][CH:13]=[CH:14][N:9]=2)[NH:20][C:19]1=[O:21])[CH2:1][CH3:3]. The catalyst class is: 1. (8) Reactant: CCCCCCCCCCCC.Br[C:14]1[CH:15]=[N:16][C:17]2[C:22]([CH:23]=1)=[CH:21][CH:20]=[CH:19][CH:18]=2.[C@@H]1(N)CCCC[C@H]1N.[CH3:32][O:33][C:34]([C:36]1[C:44]2[C:39](=[CH:40][CH:41]=[CH:42][CH:43]=2)[NH:38][CH:37]=1)=[O:35].P([O-])([O-])([O-])=O.[K+].[K+].[K+]. Product: [CH3:32][O:33][C:34]([C:36]1[C:44]2[C:39](=[CH:40][CH:41]=[CH:42][CH:43]=2)[N:38]([C:14]2[CH:15]=[N:16][C:17]3[C:22]([CH:23]=2)=[CH:21][CH:20]=[CH:19][CH:18]=3)[CH:37]=1)=[O:35]. The catalyst class is: 246. (9) Reactant: [C:1]([O:9][CH2:10][C@@H:11]1[C@@H:15]([O:16][C:17](=[O:24])[C:18]2[CH:23]=[CH:22][CH:21]=[CH:20][CH:19]=2)[C@H:14]([F:25])[C@H:13]([N:26]2[CH:34]=[N:33][C:32]3[C:27]2=[N:28][CH:29]=[N:30][C:31]=3[NH2:35])[C:12]1(O)[CH2:36]O)(=[O:8])[C:2]1[CH:7]=[CH:6][CH:5]=[CH:4][CH:3]=1.C([O-])(O)=O.[Na+]. Product: [C:1]([O:9][CH2:10][C@@H:11]1[C@@H:15]([O:16][C:17](=[O:24])[C:18]2[CH:23]=[CH:22][CH:21]=[CH:20][CH:19]=2)[C@H:14]([F:25])[C@H:13]([N:26]2[CH:34]=[N:33][C:32]3[C:27]2=[N:28][CH:29]=[N:30][C:31]=3[NH2:35])[C:12]1=[CH2:36])(=[O:8])[C:2]1[CH:3]=[CH:4][CH:5]=[CH:6][CH:7]=1. The catalyst class is: 10. (10) Reactant: Br[C:2]1[CH:7]=[CH:6][C:5]([S:8]([N:11]2[CH2:26][CH2:25][C:14]3([O:19][CH2:18][C:17](=[O:20])[N:16]([C:21]4([CH3:24])[CH2:23][CH2:22]4)[CH2:15]3)[CH2:13][CH2:12]2)(=[O:10])=[O:9])=[CH:4][CH:3]=1.CC1(C)C(C)(C)OB([C:35]2[CH:44]=[C:43]3[C:38]([CH:39]=[CH:40][CH:41]=[N:42]3)=[CH:37][CH:36]=2)O1.C(=O)([O-])[O-].[K+].[K+]. Product: [CH3:24][C:21]1([N:16]2[CH2:15][C:14]3([CH2:25][CH2:26][N:11]([S:8]([C:5]4[CH:6]=[CH:7][C:2]([C:35]5[CH:44]=[C:43]6[C:38]([CH:39]=[CH:40][CH:41]=[N:42]6)=[CH:37][CH:36]=5)=[CH:3][CH:4]=4)(=[O:10])=[O:9])[CH2:12][CH2:13]3)[O:19][CH2:18][C:17]2=[O:20])[CH2:23][CH2:22]1. The catalyst class is: 669.